This data is from NCI-60 drug combinations with 297,098 pairs across 59 cell lines. The task is: Regression. Given two drug SMILES strings and cell line genomic features, predict the synergy score measuring deviation from expected non-interaction effect. (1) Drug 1: C1CC(=O)NC(=O)C1N2CC3=C(C2=O)C=CC=C3N. Drug 2: CC1=C(C(=CC=C1)Cl)NC(=O)C2=CN=C(S2)NC3=CC(=NC(=N3)C)N4CCN(CC4)CCO. Cell line: SNB-19. Synergy scores: CSS=6.89, Synergy_ZIP=-5.06, Synergy_Bliss=-4.28, Synergy_Loewe=-2.70, Synergy_HSA=-2.74. (2) Drug 1: CC1=C(C=C(C=C1)NC2=NC=CC(=N2)N(C)C3=CC4=NN(C(=C4C=C3)C)C)S(=O)(=O)N.Cl. Drug 2: C1=NNC2=C1C(=O)NC=N2. Cell line: NCIH23. Synergy scores: CSS=10.5, Synergy_ZIP=-6.50, Synergy_Bliss=0.425, Synergy_Loewe=0.866, Synergy_HSA=1.08. (3) Cell line: CCRF-CEM. Drug 2: C1CN(CCN1C(=O)CCBr)C(=O)CCBr. Drug 1: CC(C1=C(C=CC(=C1Cl)F)Cl)OC2=C(N=CC(=C2)C3=CN(N=C3)C4CCNCC4)N. Synergy scores: CSS=32.5, Synergy_ZIP=-10.2, Synergy_Bliss=-13.1, Synergy_Loewe=-16.0, Synergy_HSA=-12.4. (4) Drug 1: CS(=O)(=O)C1=CC(=C(C=C1)C(=O)NC2=CC(=C(C=C2)Cl)C3=CC=CC=N3)Cl. Drug 2: C1C(C(OC1N2C=NC(=NC2=O)N)CO)O. Cell line: OVCAR-8. Synergy scores: CSS=24.3, Synergy_ZIP=-3.17, Synergy_Bliss=0.593, Synergy_Loewe=-15.6, Synergy_HSA=3.22. (5) Drug 1: CC1=C2C(C(=O)C3(C(CC4C(C3C(C(C2(C)C)(CC1OC(=O)C(C(C5=CC=CC=C5)NC(=O)OC(C)(C)C)O)O)OC(=O)C6=CC=CC=C6)(CO4)OC(=O)C)O)C)O. Drug 2: CS(=O)(=O)OCCCCOS(=O)(=O)C. Cell line: SK-MEL-28. Synergy scores: CSS=10.6, Synergy_ZIP=-4.95, Synergy_Bliss=-1.64, Synergy_Loewe=-5.92, Synergy_HSA=-0.396. (6) Drug 1: CC1=C(C=C(C=C1)NC2=NC=CC(=N2)N(C)C3=CC4=NN(C(=C4C=C3)C)C)S(=O)(=O)N.Cl. Drug 2: C1=CN(C(=O)N=C1N)C2C(C(C(O2)CO)O)O.Cl. Cell line: IGROV1. Synergy scores: CSS=7.59, Synergy_ZIP=-3.96, Synergy_Bliss=-6.37, Synergy_Loewe=-15.1, Synergy_HSA=-6.21.